This data is from Forward reaction prediction with 1.9M reactions from USPTO patents (1976-2016). The task is: Predict the product of the given reaction. Given the reactants Cl[C:2]1[C:11]2[C:6](=[CH:7][CH:8]=[CH:9][CH:10]=2)[C:5]([N:12]2[CH2:17][CH2:16][N:15]([C:18]([CH:20]3[CH2:25][CH2:24][CH2:23][CH2:22][CH2:21]3)=[O:19])[CH2:14][C@H:13]2[CH3:26])=[N:4][N:3]=1.[C:27]([C:30]1[CH:35]=[CH:34][C:33](B(O)O)=[CH:32][CH:31]=1)(=[O:29])[NH2:28].C1(P(C2CCCCC2)C2C(OC)=CC=CC=2OC)CCCCC1.[O-]P([O-])([O-])=O.[K+].[K+].[K+], predict the reaction product. The product is: [C:18]([N:15]1[CH2:16][CH2:17][N:12]([C:5]2[C:6]3[C:11](=[CH:10][CH:9]=[CH:8][CH:7]=3)[C:2]([C:33]3[CH:34]=[CH:35][C:30]([C:27]([NH2:28])=[O:29])=[CH:31][CH:32]=3)=[N:3][N:4]=2)[C@H:13]([CH3:26])[CH2:14]1)(=[O:19])[C:20]1[CH:25]=[CH:24][CH:23]=[CH:22][CH:21]=1.